This data is from Catalyst prediction with 721,799 reactions and 888 catalyst types from USPTO. The task is: Predict which catalyst facilitates the given reaction. (1) Reactant: O[CH2:2][C:3]1[CH:4]=[C:5]([CH:10]=[C:11]([CH3:13])[CH:12]=1)[C:6]([O:8][CH3:9])=[O:7].C(N(CC)CC)C.CS(Cl)(=O)=O.[CH3:26][NH:27][CH2:28][C:29]1[O:33][CH:32]=[CH:31][CH:30]=1. Product: [O:33]1[CH:32]=[CH:31][CH:30]=[C:29]1[CH2:28][N:27]([CH2:2][C:3]1[CH:4]=[C:5]([CH:10]=[C:11]([CH3:13])[CH:12]=1)[C:6]([O:8][CH3:9])=[O:7])[CH3:26]. The catalyst class is: 2. (2) Reactant: [NH2:1][C:2]1[CH:3]=[CH:4][C:5]([F:40])=[C:6]([C@:8]2([CH2:38][F:39])[C@H:14]3[C@:12](/[CH:15]=[CH:16]/[C:17]([O:19]CC)=[O:18])([CH2:13]3)[S:11][C:10]([N:22]([C:31]([O:33][C:34]([CH3:37])([CH3:36])[CH3:35])=[O:32])[CH2:23][O:24][CH2:25][CH2:26][Si:27]([CH3:30])([CH3:29])[CH3:28])=[N:9]2)[CH:7]=1.[OH-].[Li+]. Product: [NH2:1][C:2]1[CH:3]=[CH:4][C:5]([F:40])=[C:6]([C@:8]2([CH2:38][F:39])[C@H:14]3[C@:12](/[CH:15]=[CH:16]/[C:17]([OH:19])=[O:18])([CH2:13]3)[S:11][C:10]([N:22]([C:31]([O:33][C:34]([CH3:36])([CH3:37])[CH3:35])=[O:32])[CH2:23][O:24][CH2:25][CH2:26][Si:27]([CH3:28])([CH3:30])[CH3:29])=[N:9]2)[CH:7]=1. The catalyst class is: 14.